This data is from Full USPTO retrosynthesis dataset with 1.9M reactions from patents (1976-2016). The task is: Predict the reactants needed to synthesize the given product. (1) Given the product [F:8][C:9]1[CH:14]=[C:13]([N:15]2[CH:19]=[N:18][N:17]=[N:16]2)[CH:12]=[CH:11][C:10]=1[C:20]1[CH:21]=[CH:22][C:23]2[O:27][C:26]([CH:28]3[CH2:29][CH2:30][N:31]([C:36]([O:38][CH:39]([CH3:41])[CH3:40])=[O:37])[CH2:32][CH2:33]3)=[N:25][C:24]=2[CH:34]=1, predict the reactants needed to synthesize it. The reactants are: FC(F)(F)C(O)=O.[F:8][C:9]1[CH:14]=[C:13]([N:15]2[CH:19]=[N:18][N:17]=[N:16]2)[CH:12]=[CH:11][C:10]=1[C:20]1[CH:21]=[CH:22][C:23]2[O:27][C:26]([CH:28]3[CH2:33][CH2:32][NH:31][CH2:30][CH2:29]3)=[N:25][C:24]=2[CH:34]=1.Cl[C:36]([O:38][CH:39]([CH3:41])[CH3:40])=[O:37].C1(C)C=CC=CC=1. (2) Given the product [Cl:19][C:20]1[C:29]([C:30]2[NH:1][C:2]3[CH:3]=[C:4]([N:10]4[CH2:11][CH2:12][N:13]([C:16](=[O:18])[CH3:17])[CH2:14][CH2:15]4)[CH:5]=[C:6]([CH3:9])[C:7]=3[N:8]=2)=[C:28]([Cl:32])[C:27]2[C:22](=[CH:23][CH:24]=[CH:25][CH:26]=2)[N:21]=1, predict the reactants needed to synthesize it. The reactants are: [NH2:1][C:2]1[CH:3]=[C:4]([N:10]2[CH2:15][CH2:14][N:13]([C:16](=[O:18])[CH3:17])[CH2:12][CH2:11]2)[CH:5]=[C:6]([CH3:9])[C:7]=1[NH2:8].[Cl:19][C:20]1[C:29]([CH:30]=O)=[C:28]([Cl:32])[C:27]2[C:22](=[CH:23][CH:24]=[CH:25][CH:26]=2)[N:21]=1. (3) Given the product [F:12][C:2]([F:1])([F:11])[C:3]1[N:8]=[C:7]2[NH:9][C:15](=[O:16])[NH:10][C:6]2=[CH:5][CH:4]=1, predict the reactants needed to synthesize it. The reactants are: [F:1][C:2]([F:12])([F:11])[C:3]1[N:8]=[C:7]([NH2:9])[C:6]([NH2:10])=[CH:5][CH:4]=1.C1C(=O)N(OC(ON2C(=O)CCC2=O)=O)[C:15](=[O:16])C1.ClCCl. (4) Given the product [CH3:15][O:14][C:12]([C:11]1[CH:10]=[C:9]([C:8]#[C:7][C:6]([OH:19])=[O:5])[CH:18]=[CH:17][CH:16]=1)=[O:13], predict the reactants needed to synthesize it. The reactants are: C([O:5][C:6](=[O:19])[C:7]#[C:8][C:9]1[CH:10]=[C:11]([CH:16]=[CH:17][CH:18]=1)[C:12]([O:14][CH3:15])=[O:13])(C)(C)C. (5) Given the product [F:6][CH2:35][CH2:34][N:32]([C:29]1[CH:30]=[CH:31][C:26]([C:24]#[N:25])=[CH:27][CH:28]=1)[CH3:33], predict the reactants needed to synthesize it. The reactants are: C1COCC1.[F-:6].C([N+](CCCC)(CCCC)CCCC)CCC.[C:24]([C:26]1[CH:31]=[CH:30][C:29]([N:32]([CH2:34][CH2:35]OS(C)(=O)=O)[CH3:33])=[CH:28][CH:27]=1)#[N:25]. (6) Given the product [CH2:1]([N:8]1[CH2:13][CH2:12][CH:11]([C:14](=[O:15])[CH2:23][CH2:22][CH:21]=[CH2:20])[CH2:10][CH2:9]1)[C:2]1[CH:7]=[CH:6][CH:5]=[CH:4][CH:3]=1, predict the reactants needed to synthesize it. The reactants are: [CH2:1]([N:8]1[CH2:13][CH2:12][CH:11]([C:14](N(OC)C)=[O:15])[CH2:10][CH2:9]1)[C:2]1[CH:7]=[CH:6][CH:5]=[CH:4][CH:3]=1.[CH2:20]([Mg]Br)[CH2:21][CH:22]=[CH2:23]. (7) Given the product [Br:24][C:19]1[C:20]([CH3:23])=[N:21][O:22][C:18]=1[NH:17][S:2]([C:5]1[S:6][C:7]([C:10]2[S:11][C:12]([CH2:15][CH3:16])=[CH:13][CH:14]=2)=[CH:8][CH:9]=1)(=[O:4])=[O:3], predict the reactants needed to synthesize it. The reactants are: Cl[S:2]([C:5]1[S:6][C:7]([C:10]2[S:11][C:12]([CH2:15][CH3:16])=[CH:13][CH:14]=2)=[CH:8][CH:9]=1)(=[O:4])=[O:3].[NH2:17][C:18]1[O:22][N:21]=[C:20]([CH3:23])[C:19]=1[Br:24].